Dataset: Full USPTO retrosynthesis dataset with 1.9M reactions from patents (1976-2016). Task: Predict the reactants needed to synthesize the given product. The reactants are: C[O:2][C:3](=[O:35])[C:4]1[CH:9]=[CH:8][CH:7]=[C:6]([CH2:10][O:11][C:12]2[CH:21]=[CH:20][C:19]3[C:14](=[CH:15][CH:16]=[C:17]([CH2:22][CH:23]4[CH2:27][CH2:26][N:25]([CH:28]5[CH2:33][CH2:32][CH2:31][CH2:30][CH2:29]5)[C:24]4=[O:34])[CH:18]=3)[CH:13]=2)[CH:5]=1.C1COCC1.[OH-].[K+].Cl. Given the product [CH:28]1([N:25]2[CH2:26][CH2:27][CH:23]([CH2:22][C:17]3[CH:18]=[C:19]4[C:14](=[CH:15][CH:16]=3)[CH:13]=[C:12]([O:11][CH2:10][C:6]3[CH:5]=[C:4]([CH:9]=[CH:8][CH:7]=3)[C:3]([OH:35])=[O:2])[CH:21]=[CH:20]4)[C:24]2=[O:34])[CH2:29][CH2:30][CH2:31][CH2:32][CH2:33]1, predict the reactants needed to synthesize it.